Dataset: Forward reaction prediction with 1.9M reactions from USPTO patents (1976-2016). Task: Predict the product of the given reaction. (1) Given the reactants [F:1][C:2]1[C:7]([CH2:8][CH2:9][OH:10])=[CH:6][C:5](I)=[CH:4][N:3]=1.[CH3:12][C:13]1[CH:14]=[C:15](B(O)O)[S:16][CH:17]=1.C(=O)([O-])[O-].[K+].[K+], predict the reaction product. The product is: [F:1][C:2]1[C:7]([CH2:8][CH2:9][OH:10])=[CH:6][C:5]([C:15]2[S:16][CH:17]=[C:13]([CH3:12])[CH:14]=2)=[CH:4][N:3]=1. (2) Given the reactants [C:1]([C:3]1[C:8]2[N:9]=[C:10]([C:12]([N:14]([O:16][CH3:17])[CH3:15])=[O:13])[O:11][C:7]=2[C:6](F)=[C:5]([C:19]2[CH:24]=[CH:23][CH:22]=[CH:21][CH:20]=2)[C:4]=1[CH3:25])#[N:2].C(N(CC)CC)C.[CH3:33][N:34]([CH3:40])[C@H:35]1[CH2:39][CH2:38][NH:37][CH2:36]1.C(OCC)(=O)C, predict the reaction product. The product is: [C:1]([C:3]1[C:8]2[N:9]=[C:10]([C:12]([N:14]([O:16][CH3:17])[CH3:15])=[O:13])[O:11][C:7]=2[C:6]([N:37]2[CH2:38][CH2:39][C@H:35]([N:34]([CH3:40])[CH3:33])[CH2:36]2)=[C:5]([C:19]2[CH:24]=[CH:23][CH:22]=[CH:21][CH:20]=2)[C:4]=1[CH3:25])#[N:2].